This data is from Catalyst prediction with 721,799 reactions and 888 catalyst types from USPTO. The task is: Predict which catalyst facilitates the given reaction. (1) Reactant: [CH2:1]([O:7][CH:8]1[CH2:13][CH2:12][CH2:11][CH2:10][O:9]1)[CH2:2][CH2:3][CH2:4][C:5]#[CH:6].C([Li])CCC.[C:19](O[C:19]([O:21][C:22]([CH3:25])([CH3:24])[CH3:23])=[O:20])([O:21][C:22]([CH3:25])([CH3:24])[CH3:23])=[O:20]. Product: [O:9]1[CH2:10][CH2:11][CH2:12][CH2:13][CH:8]1[O:7][CH2:1][CH2:2][CH2:3][CH2:4][C:5]#[C:6][C:19]([O:21][C:22]([CH3:25])([CH3:24])[CH3:23])=[O:20]. The catalyst class is: 1. (2) Reactant: [Cl:1][C:2]1[C:3]([C:18]([F:21])([F:20])[F:19])=[N:4][C:5]2[C:10]([N:11]=1)=[CH:9][C:8]([C:12]([NH:14][CH2:15][C:16]#[CH:17])=[O:13])=[CH:7][CH:6]=2.OS(C(F)(F)F)(=O)=O. Product: [Cl:1][C:2]1[C:3]([C:18]([F:20])([F:19])[F:21])=[N:4][C:5]2[C:10]([N:11]=1)=[CH:9][C:8]([C:12]1[O:13][C:16]([CH3:17])=[CH:15][N:14]=1)=[CH:7][CH:6]=2. The catalyst class is: 12. (3) Reactant: [CH:1]1([NH2:4])[CH2:3][CH2:2]1.[CH3:5][C:6]([C:8]1[CH:13]=[CH:12][CH:11]=[C:10]([Br:14])[CH:9]=1)=O.[BH4-].[Na+].[C:17](O[C:17]([O:19][C:20]([CH3:23])([CH3:22])[CH3:21])=[O:18])([O:19][C:20]([CH3:23])([CH3:22])[CH3:21])=[O:18].C(O)(=O)CC(CC(O)=O)(C(O)=O)O. Product: [Br:14][C:10]1[CH:9]=[C:8]([CH:6]([N:4]([CH:1]2[CH2:3][CH2:2]2)[C:17](=[O:18])[O:19][C:20]([CH3:23])([CH3:22])[CH3:21])[CH3:5])[CH:13]=[CH:12][CH:11]=1. The catalyst class is: 111. (4) Reactant: [CH3:1][O:2][C:3]1[CH:8]=[CH:7][C:6]([CH:9]=[CH2:10])=[CH:5][C:4]=1[O:11][CH3:12].Br[C:14]1[CH:15]=[N:16][C:17]([NH2:20])=[N:18][CH:19]=1.CCN(CC)CC. Product: [CH3:12][O:11][C:4]1[CH:5]=[C:6]([CH:7]=[CH:8][C:3]=1[O:2][CH3:1])[CH:9]=[CH:10][C:14]1[CH:15]=[N:16][C:17]([NH2:20])=[N:18][CH:19]=1. The catalyst class is: 416. (5) Reactant: [H-].[Na+].Cl[CH2:4][CH2:5][CH2:6][S:7]([NH:10][C@H:11]1[CH2:16][CH2:15][C@H:14]([NH:17][C:18]2[N:23]=[C:22]([N:24]3[C:28]4[CH:29]=[CH:30][CH:31]=[CH:32][C:27]=4[N:26]=[C:25]3[CH:33]([F:35])[F:34])[CH:21]=[C:20]([N:36]3[CH2:41][CH2:40][O:39][CH2:38][CH2:37]3)[N:19]=2)[CH2:13][CH2:12]1)(=[O:9])=[O:8].O. Product: [F:34][CH:33]([F:35])[C:25]1[N:24]([C:22]2[CH:21]=[C:20]([N:36]3[CH2:41][CH2:40][O:39][CH2:38][CH2:37]3)[N:19]=[C:18]([NH:17][C@H:14]3[CH2:15][CH2:16][C@H:11]([N:10]4[CH2:4][CH2:5][CH2:6][S:7]4(=[O:9])=[O:8])[CH2:12][CH2:13]3)[N:23]=2)[C:28]2[CH:29]=[CH:30][CH:31]=[CH:32][C:27]=2[N:26]=1. The catalyst class is: 9. (6) Reactant: [S:1]1([C:12]2[C:7](=[CH:8][CH:9]=[CH:10][CH:11]=2)[C:5](=[O:6])[NH:4]1)(=[O:3])=[O:2].[H-].[Na+].Br[CH2:16][CH2:17][CH2:18][CH2:19][O:20][C:21]1[CH:26]=[CH:25][CH:24]=[C:23]([CH3:27])[CH:22]=1. Product: [CH3:27][C:23]1[CH:22]=[C:21]([CH:26]=[CH:25][CH:24]=1)[O:20][CH2:19][CH2:18][CH2:17][CH2:16][N:4]1[C:5](=[O:6])[C:7]2[C:12](=[CH:11][CH:10]=[CH:9][CH:8]=2)[S:1]1(=[O:2])=[O:3]. The catalyst class is: 3.